This data is from Reaction yield outcomes from USPTO patents with 853,638 reactions. The task is: Predict the reaction yield, written as a fraction of the theoretical maximum amount of product (1.0 means a 100% yield; for example, 0.34 means a 34% yield). The product is [N:1]1[C:10]2[C:5](=[CH:6][CH:7]=[CH:8][CH:9]=2)[CH:4]=[CH:3][C:2]=1[CH2:11][O:12][C:13]1[CH:14]=[CH:15][C:16]([CH2:19][C:20]([OH:22])=[O:21])=[CH:17][CH:18]=1. The reactants are [N:1]1[C:10]2[C:5](=[CH:6][CH:7]=[CH:8][CH:9]=2)[CH:4]=[CH:3][C:2]=1[CH2:11][O:12][C:13]1[CH:18]=[CH:17][C:16]([CH2:19][C:20]([O:22]CC)=[O:21])=[CH:15][CH:14]=1.[OH-].[K+]. The yield is 0.920. The catalyst is CO.O.